This data is from Catalyst prediction with 721,799 reactions and 888 catalyst types from USPTO. The task is: Predict which catalyst facilitates the given reaction. (1) Reactant: [N+:1]([O-:4])(O)=[O:2].[C:5]1([N:11]2[CH2:16][CH2:15][O:14][CH2:13][C:12]2=[O:17])[CH:10]=[CH:9][CH:8]=[CH:7][CH:6]=1. Product: [N+:1]([C:8]1[CH:7]=[CH:6][C:5]([N:11]2[CH2:16][CH2:15][O:14][CH2:13][C:12]2=[O:17])=[CH:10][CH:9]=1)([O-:4])=[O:2]. The catalyst class is: 65. (2) Reactant: [Cl:1][C:2]1[CH:3]=[C:4]([CH:13]=[C:14](Cl)[C:15]=1[Cl:16])[CH2:5][N:6]1[CH:10]=[C:9]([C:11]#[N:12])[N:8]=[N:7]1.[ClH:18].[NH2:19][OH:20].C(N(CC)CC)C. Product: [OH:20][N:19]=[C:11]([C:9]1[N:8]=[N:7][N:6]([CH2:5][C:4]2[CH:13]=[C:14]([Cl:18])[C:15]([Cl:16])=[C:2]([Cl:1])[CH:3]=2)[CH:10]=1)[NH2:12]. The catalyst class is: 14. (3) Product: [CH3:21][N:18]1[CH2:19][CH2:20][C:15]([CH2:14][N:11]2[CH2:12][CH2:13][NH:8][CH2:9][CH2:10]2)([C:22]2[CH:27]=[CH:26][CH:25]=[CH:24][CH:23]=2)[CH2:16][CH2:17]1. Reactant: C([N:8]1[CH2:13][CH2:12][N:11]([CH2:14][C:15]2([C:22]3[CH:27]=[CH:26][CH:25]=[CH:24][CH:23]=3)[CH2:20][CH2:19][N:18]([CH3:21])[CH2:17][CH2:16]2)[CH2:10][CH2:9]1)C1C=CC=CC=1. The catalyst class is: 5. (4) Product: [Cl:13][C:10]1[C:9]2[C:4](=[CH:5][CH:6]=[CH:7][CH:8]=2)[N:3]=[C:2]([C:19]2[CH:24]=[CH:23][CH:22]=[CH:21][N:20]=2)[C:11]=1[CH3:12]. Reactant: Cl[C:2]1[C:11]([CH3:12])=[C:10]([Cl:13])[C:9]2[C:4](=[CH:5][CH:6]=[CH:7][CH:8]=2)[N:3]=1.C([Sn](CCCC)(CCCC)[C:19]1[CH:24]=[CH:23][CH:22]=[CH:21][N:20]=1)CCC. The catalyst class is: 109. (5) Reactant: [CH3:1][O:2][C:3](=[O:35])[NH:4][C:5]1[CH:10]=[CH:9][CH:8]=[CH:7][C:6]=1[C:11](=[C:25]1[CH2:30][CH2:29][N:28]([CH2:31][CH2:32][CH2:33][CH3:34])[CH2:27][CH2:26]1)[C:12]1[CH:17]=[CH:16][C:15]([C:18]([N:20]([CH2:23][CH3:24])[CH2:21][CH3:22])=[O:19])=[CH:14][CH:13]=1.NC1C=CC=CC=1C(=C1CCN(CC2C=NC=CC=2)CC1)C1C=CC([C:48]([N:50](CC)[CH2:51]C)=O)=CC=1.ClC(OC)=O. Product: [CH2:21]([N:20]([CH2:23][CH3:24])[C:18]([C:15]1[CH:16]=[CH:17][C:12]([C:11](=[C:25]2[CH2:30][CH2:29][N:28]([CH2:31][C:32]3[CH:48]=[N:50][CH:51]=[CH:34][CH:33]=3)[CH2:27][CH2:26]2)[C:6]2[CH:7]=[CH:8][CH:9]=[CH:10][C:5]=2[NH:4][C:3](=[O:35])[O:2][CH3:1])=[CH:13][CH:14]=1)=[O:19])[CH3:22]. The catalyst class is: 401. (6) Reactant: [F:1][C:2]1[CH:7]=[CH:6][C:5]([CH3:8])=[CH:4][C:3]=1[NH:9][C:10]([NH:12][C:13]1[CH:33]=[CH:32][C:16]([O:17][C:18]2[CH:23]=[CH:22][N:21]=[C:20]([C:24]3[NH:28][CH:27]=[C:26]([C:29](O)=[O:30])[CH:25]=3)[CH:19]=2)=[CH:15][CH:14]=1)=[O:11].CN(C(ON1N=NC2C=CC=NC1=2)=[N+](C)C)C.F[P-](F)(F)(F)(F)F.C(N(CC)C(C)C)(C)C.[C:67]([NH:74][CH2:75][CH2:76][CH2:77][NH2:78])([O:69][C:70]([CH3:73])([CH3:72])[CH3:71])=[O:68].Cl. Product: [F:1][C:2]1[CH:7]=[CH:6][C:5]([CH3:8])=[CH:4][C:3]=1[NH:9][C:10]([NH:12][C:13]1[CH:33]=[CH:32][C:16]([O:17][C:18]2[CH:23]=[CH:22][N:21]=[C:20]([C:24]3[NH:28][CH:27]=[C:26]([C:29]([NH:78][CH2:77][CH2:76][CH2:75][NH:74][C:67](=[O:68])[O:69][C:70]([CH3:72])([CH3:71])[CH3:73])=[O:30])[CH:25]=3)[CH:19]=2)=[CH:15][CH:14]=1)=[O:11]. The catalyst class is: 18. (7) Product: [NH:3]1[C:2]2=[N:1][CH:7]=[CH:8][CH:9]=[C:6]2[CH:5]=[N:4]1. The catalyst class is: 8. Reactant: [NH2:1][C:2]1[CH:6]=[CH:5][NH:4][N:3]=1.[CH3:7][CH2:8][C:9](=O)C(O)=O.